Dataset: NCI-60 drug combinations with 297,098 pairs across 59 cell lines. Task: Regression. Given two drug SMILES strings and cell line genomic features, predict the synergy score measuring deviation from expected non-interaction effect. (1) Drug 1: CC1C(C(CC(O1)OC2CC(CC3=C2C(=C4C(=C3O)C(=O)C5=C(C4=O)C(=CC=C5)OC)O)(C(=O)CO)O)N)O.Cl. Drug 2: C1=CC=C(C(=C1)C(C2=CC=C(C=C2)Cl)C(Cl)Cl)Cl. Cell line: OVCAR-5. Synergy scores: CSS=-14.3, Synergy_ZIP=9.63, Synergy_Bliss=19.0, Synergy_Loewe=-31.2, Synergy_HSA=-7.11. (2) Drug 1: CC1=CC2C(CCC3(C2CCC3(C(=O)C)OC(=O)C)C)C4(C1=CC(=O)CC4)C. Drug 2: C(CN)CNCCSP(=O)(O)O. Cell line: HCC-2998. Synergy scores: CSS=0.377, Synergy_ZIP=1.43, Synergy_Bliss=0.684, Synergy_Loewe=-0.743, Synergy_HSA=-1.58. (3) Drug 1: C1=C(C(=O)NC(=O)N1)N(CCCl)CCCl. Drug 2: C(CN)CNCCSP(=O)(O)O. Cell line: NCI/ADR-RES. Synergy scores: CSS=6.35, Synergy_ZIP=-5.40, Synergy_Bliss=-0.449, Synergy_Loewe=-20.2, Synergy_HSA=-3.14. (4) Drug 1: CCC1(CC2CC(C3=C(CCN(C2)C1)C4=CC=CC=C4N3)(C5=C(C=C6C(=C5)C78CCN9C7C(C=CC9)(C(C(C8N6C)(C(=O)OC)O)OC(=O)C)CC)OC)C(=O)OC)O. Drug 2: C1CC(CCC1OC2=C(C(=CC=C2)Cl)F)(CC3=NC(=CC=C3)NC4=NC=CS4)C(=O)O. Cell line: SK-OV-3. Synergy scores: CSS=46.2, Synergy_ZIP=8.98, Synergy_Bliss=10.1, Synergy_Loewe=-8.02, Synergy_HSA=10.8. (5) Cell line: MOLT-4. Drug 2: CN(CC1=CN=C2C(=N1)C(=NC(=N2)N)N)C3=CC=C(C=C3)C(=O)NC(CCC(=O)O)C(=O)O. Drug 1: C1CCC(C1)C(CC#N)N2C=C(C=N2)C3=C4C=CNC4=NC=N3. Synergy scores: CSS=51.2, Synergy_ZIP=0.126, Synergy_Bliss=1.16, Synergy_Loewe=-44.1, Synergy_HSA=1.21. (6) Drug 1: CS(=O)(=O)C1=CC(=C(C=C1)C(=O)NC2=CC(=C(C=C2)Cl)C3=CC=CC=N3)Cl. Drug 2: CCC1(CC2CC(C3=C(CCN(C2)C1)C4=CC=CC=C4N3)(C5=C(C=C6C(=C5)C78CCN9C7C(C=CC9)(C(C(C8N6C=O)(C(=O)OC)O)OC(=O)C)CC)OC)C(=O)OC)O.OS(=O)(=O)O. Cell line: SNB-19. Synergy scores: CSS=47.3, Synergy_ZIP=9.79, Synergy_Bliss=12.5, Synergy_Loewe=-7.44, Synergy_HSA=11.8. (7) Drug 1: C1=NC(=NC(=O)N1C2C(C(C(O2)CO)O)O)N. Drug 2: C1=CN(C=N1)CC(O)(P(=O)(O)O)P(=O)(O)O. Cell line: 786-0. Synergy scores: CSS=13.7, Synergy_ZIP=-7.03, Synergy_Bliss=-0.271, Synergy_Loewe=-0.915, Synergy_HSA=-0.654. (8) Drug 1: C1CCC(C1)C(CC#N)N2C=C(C=N2)C3=C4C=CNC4=NC=N3. Drug 2: C1=NC2=C(N1)C(=S)N=CN2. Cell line: HS 578T. Synergy scores: CSS=-10.5, Synergy_ZIP=-8.14, Synergy_Bliss=-25.4, Synergy_Loewe=-50.2, Synergy_HSA=-30.3. (9) Drug 2: CS(=O)(=O)OCCCCOS(=O)(=O)C. Drug 1: C1=CC(=CC=C1CCC2=CNC3=C2C(=O)NC(=N3)N)C(=O)NC(CCC(=O)O)C(=O)O. Synergy scores: CSS=49.9, Synergy_ZIP=-3.52, Synergy_Bliss=-1.04, Synergy_Loewe=0.559, Synergy_HSA=2.08. Cell line: COLO 205. (10) Drug 1: C1CCC(C1)C(CC#N)N2C=C(C=N2)C3=C4C=CNC4=NC=N3. Drug 2: C1C(C(OC1N2C=NC3=C(N=C(N=C32)Cl)N)CO)O. Cell line: OVCAR-5. Synergy scores: CSS=4.56, Synergy_ZIP=1.72, Synergy_Bliss=0.917, Synergy_Loewe=-12.1, Synergy_HSA=-3.20.